From a dataset of Full USPTO retrosynthesis dataset with 1.9M reactions from patents (1976-2016). Predict the reactants needed to synthesize the given product. (1) Given the product [N:1]1[C:9]2[C:4](=[N:5][CH:6]=[CH:7][CH:8]=2)[N:3]([C:10]2[CH:15]=[CH:14][C:13]([CH2:16][C:17]([NH:37][C:34]3[CH:35]=[CH:36][C:31]([CH2:30][N:27]4[CH2:26][CH2:25][N:24]([CH:21]([CH3:23])[CH3:22])[CH2:29][CH2:28]4)=[C:32]([C:38]([F:41])([F:40])[F:39])[CH:33]=3)=[O:19])=[C:12]([CH3:20])[CH:11]=2)[CH:2]=1, predict the reactants needed to synthesize it. The reactants are: [N:1]1[C:9]2[C:4](=[N:5][CH:6]=[CH:7][CH:8]=2)[N:3]([C:10]2[CH:15]=[CH:14][C:13]([CH2:16][C:17]([OH:19])=O)=[C:12]([CH3:20])[CH:11]=2)[CH:2]=1.[CH:21]([N:24]1[CH2:29][CH2:28][N:27]([CH2:30][C:31]2[CH:36]=[CH:35][C:34]([NH2:37])=[CH:33][C:32]=2[C:38]([F:41])([F:40])[F:39])[CH2:26][CH2:25]1)([CH3:23])[CH3:22]. (2) Given the product [CH2:31]([N:33]([CH2:2][C:3]1[CH:4]=[C:5]([CH:22]=[CH:23][CH:24]=1)[CH2:6][N:7]1[CH:16]=[CH:15][C:14]2[C:9](=[CH:10][C:11]([C:17]([O:19][CH3:20])=[O:18])=[CH:12][CH:13]=2)[C:8]1=[O:21])[CH2:34][CH3:35])[CH3:32], predict the reactants needed to synthesize it. The reactants are: Br[CH2:2][C:3]1[CH:4]=[C:5]([CH:22]=[CH:23][CH:24]=1)[CH2:6][N:7]1[CH:16]=[CH:15][C:14]2[C:9](=[CH:10][C:11]([C:17]([O:19][CH3:20])=[O:18])=[CH:12][CH:13]=2)[C:8]1=[O:21].C(=O)([O-])[O-].[Cs+].[Cs+].[CH2:31]([NH:33][CH2:34][CH3:35])[CH3:32]. (3) Given the product [OH:70][C@H:63]([CH2:62][OH:61])[CH2:64][C:65]([O:67][CH2:68][CH3:69])=[O:66], predict the reactants needed to synthesize it. The reactants are: O=C[C@@H]([C@H]([C@@H]([C@@H](CO)O)O)O)O.C1C=[N+]([C@@H]2O[C@H](COP(OP(OC[C@H]3O[C@@H](N4C5N=CN=C(N)C=5N=C4)[C@H](OP(O)(O)=O)[C@@H]3O)(O)=O)(O)=O)[C@@H](O)[C@H]2O)C=C(C(N)=O)C=1.[OH:61][CH2:62][C:63](=[O:70])[CH2:64][C:65]([O:67][CH2:68][CH3:69])=[O:66].[OH-].[Na+]. (4) Given the product [Si:1]([O:9][CH2:10][C@H:11]1[NH:15][C:14](=[O:16])[CH2:13][CH2:12]1)([C:4]([CH3:7])([CH3:6])[CH3:5])([CH3:3])[CH3:2], predict the reactants needed to synthesize it. The reactants are: [Si:1](Cl)([C:4]([CH3:7])([CH3:6])[CH3:5])([CH3:3])[CH3:2].[OH:9][CH2:10][C@H:11]1[NH:15][C:14](=[O:16])[CH2:13][CH2:12]1.N1C=CN=C1. (5) The reactants are: [NH2:1][C@@H:2]1[CH2:7][CH2:6][C@H:5]([O:8][C:9]2[CH:10]=[C:11]3[C:16](=[CH:17][C:18]=2[S:19][CH2:20][C:21]2[CH:26]=[CH:25][CH:24]=[CH:23][CH:22]=2)[C:15](=[O:27])[N:14]([CH2:28][C:29]2[CH:34]=[CH:33][C:32]([O:35][CH3:36])=[CH:31][CH:30]=2)[CH:13]=[CH:12]3)[CH2:4][CH2:3]1.C(N(CC)CC)C.[C:44](Cl)(=[O:46])[CH3:45]. Given the product [CH2:20]([S:19][C:18]1[CH:17]=[C:16]2[C:11]([CH:12]=[CH:13][N:14]([CH2:28][C:29]3[CH:30]=[CH:31][C:32]([O:35][CH3:36])=[CH:33][CH:34]=3)[C:15]2=[O:27])=[CH:10][C:9]=1[O:8][C@@H:5]1[CH2:4][CH2:3][C@H:2]([NH:1][C:44](=[O:46])[CH3:45])[CH2:7][CH2:6]1)[C:21]1[CH:26]=[CH:25][CH:24]=[CH:23][CH:22]=1, predict the reactants needed to synthesize it.